The task is: Predict the product of the given reaction.. This data is from Forward reaction prediction with 1.9M reactions from USPTO patents (1976-2016). (1) Given the reactants [CH3:1][O:2][C:3]1[CH:4]=[C:5]([CH:14]=[CH:15][C:16]=1[O:17][CH3:18])[CH2:6][NH:7][CH2:8][CH:9](OC)OC.CO/N=[CH:22]/[C:23]1[CH:31]=[CH:30][C:26]2[O:27][CH2:28][O:29][C:25]=2[C:24]=1[CH2:32][N:33]([CH3:35])[CH3:34].Cl.[NH4+].[OH-], predict the reaction product. The product is: [CH3:18][O:17][C:16]1[CH:15]=[C:14]2[C:5](=[CH:4][C:3]=1[O:2][CH3:1])[CH:6]=[N:7][C:8]1[C:31]3[CH:30]=[C:26]4[O:27][CH2:28][O:29][C:25]4=[C:24]([CH2:32][N:33]([CH3:34])[CH3:35])[C:23]=3[CH2:22][C:9]2=1. (2) Given the reactants [CH:1]1([N:7]2[CH2:13][C@@H:12]([NH:14][C:15](=[O:20])[C:16]([F:19])([F:18])[F:17])[C:11](=[O:21])[NH:10][C:9]3[CH:22]=[CH:23][CH:24]=[CH:25][C:8]2=3)[CH2:6][CH2:5][CH2:4][CH2:3][CH2:2]1.C(=O)([O-])[O-].[K+].[K+].Br[CH2:33][C:34](=[O:39])[C:35]([CH3:38])([CH3:37])[CH3:36].O, predict the reaction product. The product is: [CH:1]1([N:7]2[CH2:13][C@@H:12]([NH:14][C:15](=[O:20])[C:16]([F:17])([F:18])[F:19])[C:11](=[O:21])[N:10]([CH2:33][C:34](=[O:39])[C:35]([CH3:38])([CH3:37])[CH3:36])[C:9]3[CH:22]=[CH:23][CH:24]=[CH:25][C:8]2=3)[CH2:2][CH2:3][CH2:4][CH2:5][CH2:6]1. (3) Given the reactants Cl.C(O[C:7](=O)[N:8]([CH2:10][CH2:11][NH:12][C:13]1[N:14]=[C:15]([NH:26][CH2:27][CH:28]([C:35]2[CH:40]=[CH:39][CH:38]=[CH:37][CH:36]=2)[C:29]2[CH:34]=[CH:33][CH:32]=[CH:31][CH:30]=2)[C:16]2[CH2:21][N:20]([CH:22]([CH3:24])[CH3:23])[C:19](=[O:25])[C:17]=2[N:18]=1)C)(C)(C)C, predict the reaction product. The product is: [C:29]1([CH:28]([C:35]2[CH:36]=[CH:37][CH:38]=[CH:39][CH:40]=2)[CH2:27][NH:26][C:15]2[C:16]3[CH2:21][N:20]([CH:22]([CH3:24])[CH3:23])[C:19](=[O:25])[C:17]=3[N:18]=[C:13]([NH:12][CH2:11][CH2:10][NH:8][CH3:7])[N:14]=2)[CH:30]=[CH:31][CH:32]=[CH:33][CH:34]=1. (4) Given the reactants [C:1]([C:3]1[CH:8]=[C:7]([C:9]2[CH:14]=[CH:13][N:12]=[C:11]([NH:15][C:16]3[CH:21]=[CH:20][C:19]([CH2:22][CH2:23]O)=[CH:18][CH:17]=3)[N:10]=2)[CH:6]=[CH:5][C:4]=1[NH:25][C:26](=[O:30])[CH:27]([CH3:29])[CH3:28])#[N:2].[CH3:31][CH2:32][N:33](C(C)C)[CH:34](C)[CH3:35].CS(Cl)(=O)=O.N(CC)CC, predict the reaction product. The product is: [C:1]([C:3]1[CH:8]=[C:7]([C:9]2[CH:14]=[CH:13][N:12]=[C:11]([NH:15][C:16]3[CH:17]=[CH:18][C:19]([CH2:22][CH2:23][N:33]([CH2:34][CH3:35])[CH2:32][CH3:31])=[CH:20][CH:21]=3)[N:10]=2)[CH:6]=[CH:5][C:4]=1[NH:25][C:26](=[O:30])[CH:27]([CH3:29])[CH3:28])#[N:2]. (5) Given the reactants BrC1C=CC(O)=C([C:8]2[CH:17]=[CH:16][C:15]3[C:10](=[CH:11][CH:12]=[C:13]([C:18]4[N:22]([CH:23]5[CH2:28][CH2:27][CH2:26][CH2:25][CH2:24]5)[C:21]5[CH:29]=[CH:30][C:31]([C:33]([OH:35])=[O:34])=[CH:32][C:20]=5[N:19]=4)[CH:14]=3)[N:9]=2)C=1.C(OC(C1C=CC2N(C3CCCCC3)C(C3C=CC(N)=C(C=O)C=3)=NC=2C=1)=O)C.[Cl:66][C:67]1[CH:72]=[CH:71][C:70]([C:73]2[S:74][C:75](C(=O)C)=[C:76]([CH3:78])[N:77]=2)=[CH:69][CH:68]=1.[OH-].[K+], predict the reaction product. The product is: [Cl:66][C:67]1[CH:68]=[CH:69][C:70]([C:73]2[S:74][C:75]([C:8]3[CH:17]=[CH:16][C:15]4[C:10](=[CH:11][CH:12]=[C:13]([C:18]5[N:22]([CH:23]6[CH2:24][CH2:25][CH2:26][CH2:27][CH2:28]6)[C:21]6[CH:29]=[CH:30][C:31]([C:33]([OH:35])=[O:34])=[CH:32][C:20]=6[N:19]=5)[CH:14]=4)[N:9]=3)=[C:76]([CH3:78])[N:77]=2)=[CH:71][CH:72]=1. (6) Given the reactants [OH:1][CH2:2][CH2:3][CH2:4][N:5]1[CH2:9][CH2:8][CH2:7][CH2:6]1.C1(P(C2C=CC=CC=2)C2C=CC=CC=2)C=CC=CC=1.O[C:30]1([C:36]2[CH:41]=[CH:40][CH:39]=[CH:38][CH:37]=2)[CH:35]=[CH:34][CH:33]=[CH:32][CH2:31]1.N(C(OC(C)C)=O)=NC(OC(C)C)=O, predict the reaction product. The product is: [C:30]1([C:36]2[CH:37]=[CH:38][CH:39]=[CH:40][CH:41]=2)[CH:35]=[CH:34][C:33]([O:1][CH2:2][CH2:3][CH2:4][N:5]2[CH2:9][CH2:8][CH2:7][CH2:6]2)=[CH:32][CH:31]=1. (7) Given the reactants Cl.Cl.[NH2:3][CH:4]1[CH2:12][CH2:11][C:7]2[NH:8][CH:9]=[N:10][C:6]=2[CH2:5]1.C(N(CC)CC)C.[C:20]1([N:26]=[C:27]=[S:28])[CH:25]=[CH:24][CH:23]=[CH:22][CH:21]=1.Cl, predict the reaction product. The product is: [C:20]1([NH:26][C:27]([NH:3][CH:4]2[CH2:12][CH2:11][C:7]3[NH:8][CH:9]=[N:10][C:6]=3[CH2:5]2)=[S:28])[CH:25]=[CH:24][CH:23]=[CH:22][CH:21]=1. (8) Given the reactants [CH:1]12[CH2:8][CH2:7][CH:4]([CH:5]=[CH:6]1)[CH2:3][CH:2]2[C:9]1([CH3:16])[NH:13][C:12](=[O:14])[NH:11][C:10]1=[O:15].[CH3:17][O:18][C:19]1[CH:26]=[CH:25][C:22]([CH2:23]Cl)=[CH:21][CH:20]=1, predict the reaction product. The product is: [CH:1]12[CH2:8][CH2:7][CH:4]([CH:5]=[CH:6]1)[CH2:3][CH:2]2[C:9]1([CH3:16])[NH:13][C:12](=[O:14])[N:11]([CH2:23][C:22]2[CH:25]=[CH:26][C:19]([O:18][CH3:17])=[CH:20][CH:21]=2)[C:10]1=[O:15]. (9) Given the reactants [CH:1]1([N:4]([C:12]2[N:17]3[N:18]=[CH:19][CH:20]=[C:16]3[N:15]=[C:14]([C:21]3[CH:26]=[CH:25][CH:24]=[C:23]([O:27][C:28]([F:31])([F:30])[F:29])[CH:22]=3)[N:13]=2)C(=O)OC(C)(C)C)[CH2:3][CH2:2]1.FC(F)(F)[C:34](O)=[O:35], predict the reaction product. The product is: [CH:1]1([NH:4][C:12]2[N:17]3[N:18]=[CH:19][C:20]([CH:34]=[O:35])=[C:16]3[N:15]=[C:14]([C:21]3[CH:26]=[CH:25][CH:24]=[C:23]([O:27][C:28]([F:29])([F:30])[F:31])[CH:22]=3)[N:13]=2)[CH2:2][CH2:3]1. (10) Given the reactants C([N:8]1[CH2:13][CH2:12][O:11][CH:10]([C:14]2[CH:19]=[CH:18][C:17]([NH:20][C:21]3[C:26]([Cl:27])=[CH:25][CH:24]=[CH:23][C:22]=3[Cl:28])=[CH:16][CH:15]=2)[CH2:9]1)C1C=CC=CC=1.CC(Cl)OC(Cl)=O, predict the reaction product. The product is: [Cl:28][C:22]1[CH:23]=[CH:24][CH:25]=[C:26]([Cl:27])[C:21]=1[NH:20][C:17]1[CH:16]=[CH:15][C:14]([CH:10]2[O:11][CH2:12][CH2:13][NH:8][CH2:9]2)=[CH:19][CH:18]=1.